This data is from Full USPTO retrosynthesis dataset with 1.9M reactions from patents (1976-2016). The task is: Predict the reactants needed to synthesize the given product. (1) Given the product [Br-:1].[CH2:27]([P+:22]([CH2:18][CH2:19][CH2:20][CH3:21])([CH2:23][CH2:24][CH2:25][CH3:26])[CH2:2][CH2:3][CH2:4][C:5]1([CH2:10][CH2:11][C:12]([O:14][CH:15]([CH3:17])[CH3:16])=[O:13])[O:9][CH2:8][CH2:7][O:6]1)[CH2:28][CH2:29][CH3:30], predict the reactants needed to synthesize it. The reactants are: [Br:1][CH2:2][CH2:3][CH2:4][C:5]1([CH2:10][CH2:11][C:12]([O:14][CH:15]([CH3:17])[CH3:16])=[O:13])[O:9][CH2:8][CH2:7][O:6]1.[CH2:18]([P:22]([CH2:27][CH2:28][CH2:29][CH3:30])[CH2:23][CH2:24][CH2:25][CH3:26])[CH2:19][CH2:20][CH3:21]. (2) Given the product [OH:10][CH:9]([C:6]1[CH:5]=[CH:4][C:3]([O:2][CH3:1])=[CH:8][CH:7]=1)[C:11]1[S:12][CH:13]=[CH:14][C:15]=1[O:16][CH:17]1[CH:22]([OH:23])[CH:21]([OH:24])[CH:20]([OH:25])[CH:19]([CH2:26][OH:27])[O:18]1, predict the reactants needed to synthesize it. The reactants are: [CH3:1][O:2][C:3]1[CH:8]=[CH:7][C:6]([C:9]([C:11]2[S:12][CH:13]=[CH:14][C:15]=2[O:16][CH:17]2[CH:22]([OH:23])[CH:21]([OH:24])[CH:20]([OH:25])[CH:19]([CH2:26][OH:27])[O:18]2)=[O:10])=[CH:5][CH:4]=1.[BH4-].[Na+].ClCCl.CO.N. (3) Given the product [NH2:35][C:25]1[C:24]([C@H:19]2[CH2:20][CH2:21][CH2:22][CH2:23][C@@H:18]2[O:17][C:13]2[C:14]([CH3:16])=[CH:15][C:10]([S:7]([N:6]([CH2:5][C:4]3[CH:45]=[CH:46][C:47]([O:49][CH3:50])=[CH:48][C:3]=3[O:2][CH3:1])[C:39]3[CH:44]=[CH:43][N:42]=[CH:41][N:40]=3)(=[O:9])=[O:8])=[C:11]([F:38])[CH:12]=2)=[CH:28][N:27]([CH:29]2[CH2:34][CH2:33][CH2:32][CH2:31][O:30]2)[N:26]=1, predict the reactants needed to synthesize it. The reactants are: [CH3:1][O:2][C:3]1[CH:48]=[C:47]([O:49][CH3:50])[CH:46]=[CH:45][C:4]=1[CH2:5][N:6]([C:39]1[CH:44]=[CH:43][N:42]=[CH:41][N:40]=1)[S:7]([C:10]1[CH:15]=[C:14]([CH3:16])[C:13]([O:17][C@H:18]2[CH2:23][CH2:22][CH2:21][CH2:20][C@@H:19]2[C:24]2[C:25]([N+:35]([O-])=O)=[N:26][N:27]([CH:29]3[CH2:34][CH2:33][CH2:32][CH2:31][O:30]3)[CH:28]=2)=[CH:12][C:11]=1[F:38])(=[O:9])=[O:8].C1COCC1.[BH4-].[Na+].C(=O)([O-])O.[Na+]. (4) The reactants are: [S:1]1[C:5]2[CH:6]=[CH:7][CH:8]=[CH:9][C:4]=2[N:3]=[C:2]1[NH:10][C:11]([C:13]1[CH:14]=[CH:15][CH:16]=[C:17]2[C:22]=1[CH2:21][N:20]([C:23]1[S:24][C:25]([CH2:33][CH2:34][O:35][CH2:36][C:37]3[CH:42]=[CH:41][CH:40]=[CH:39][CH:38]=3)=[C:26]([C:28]([O:30]CC)=[O:29])[N:27]=1)[CH2:19][CH2:18]2)=[O:12].[OH-].[Na+]. Given the product [S:1]1[C:5]2[CH:6]=[CH:7][CH:8]=[CH:9][C:4]=2[N:3]=[C:2]1[NH:10][C:11]([C:13]1[CH:14]=[CH:15][CH:16]=[C:17]2[C:22]=1[CH2:21][N:20]([C:23]1[S:24][C:25]([CH2:33][CH2:34][O:35][CH2:36][C:37]3[CH:38]=[CH:39][CH:40]=[CH:41][CH:42]=3)=[C:26]([C:28]([OH:30])=[O:29])[N:27]=1)[CH2:19][CH2:18]2)=[O:12], predict the reactants needed to synthesize it. (5) Given the product [CH3:9][S:8][C:5]1[CH:6]=[CH:7][C:2]([C:51]([O:48][CH2:46][CH3:47])=[O:52])=[N:3][CH:4]=1, predict the reactants needed to synthesize it. The reactants are: Br[C:2]1[CH:7]=[CH:6][C:5]([S:8][CH3:9])=[CH:4][N:3]=1.C1(P(C2C=CC=CC=2)CCCP(C2C=CC=CC=2)C2C=CC=CC=2)C=CC=CC=1.C(N(CC)CC)C.[CH2:46]([OH:48])[CH3:47].CN(C)[CH:51]=[O:52]. (6) Given the product [CH3:6][C:7]1[O:8][C:9](=[O:20])[C:10]2[C:15]([CH:16]=1)=[CH:14][CH:13]=[C:12]([C:17]([O:19][CH3:22])=[O:18])[CH:11]=2, predict the reactants needed to synthesize it. The reactants are: S(=O)(=O)(O)O.[CH3:6][C:7]1[O:8][C:9](=[O:20])[C:10]2[C:15]([CH:16]=1)=[CH:14][CH:13]=[C:12]([C:17]([O-:19])=[O:18])[CH:11]=2.[Na+].[CH3:22]O. (7) Given the product [C:10]([N:7]1[CH2:8][CH2:9][N:4]2[N:3]=[C:2]([NH:1][C:15]3[C:16](=[O:23])[N:17]([CH3:22])[CH:18]=[C:19]([Br:21])[CH:20]=3)[CH:13]=[C:5]2[CH2:6]1)(=[O:12])[CH3:11], predict the reactants needed to synthesize it. The reactants are: [NH2:1][C:2]1[CH:13]=[C:5]2[CH2:6][N:7]([C:10](=[O:12])[CH3:11])[CH2:8][CH2:9][N:4]2[N:3]=1.Br[C:15]1[C:16](=[O:23])[N:17]([CH3:22])[CH:18]=[C:19]([Br:21])[CH:20]=1.C(=O)([O-])[O-].[Cs+].[Cs+].CC1(C)C2C(=C(P(C3C=CC=CC=3)C3C=CC=CC=3)C=CC=2)OC2C(P(C3C=CC=CC=3)C3C=CC=CC=3)=CC=CC1=2.